This data is from Catalyst prediction with 721,799 reactions and 888 catalyst types from USPTO. The task is: Predict which catalyst facilitates the given reaction. (1) Reactant: [Cl:1][C:2]1[C:7]([S:8]([N:11]([O:13][CH3:14])[CH3:12])(=[O:10])=[O:9])=[C:6]([OH:15])[C:5]([NH:16][C:17]2[C:20](=[O:21])[C:19](=[O:22])[C:18]=2OCC)=[CH:4][CH:3]=1.[NH2:26][CH:27]([CH2:30][CH3:31])[CH2:28][CH3:29]. Product: [Cl:1][C:2]1[C:7]([S:8]([N:11]([O:13][CH3:14])[CH3:12])(=[O:9])=[O:10])=[C:6]([OH:15])[C:5]([NH:16][C:17]2[C:20](=[O:21])[C:19](=[O:22])[C:18]=2[NH:26][CH:27]([CH2:30][CH3:31])[CH2:28][CH3:29])=[CH:4][CH:3]=1. The catalyst class is: 1. (2) Reactant: [Br:1][C:2]1[C:7](I)=[CH:6][N:5]=[C:4]([NH:9][C:10]([NH:12][CH2:13][CH3:14])=[O:11])[CH:3]=1.CC1(C)C(C)(C)OB([C:23]2[CH:24]=[N:25][CH:26]=[C:27]([CH:33]=2)[C:28]([O:30][CH2:31][CH3:32])=[O:29])O1.C([O-])([O-])=O.[K+].[K+]. Product: [Br:1][C:2]1[CH:3]=[C:4]([NH:9][C:10]([NH:12][CH2:13][CH3:14])=[O:11])[N:5]=[CH:6][C:7]=1[C:23]1[CH:24]=[N:25][CH:26]=[C:27]([C:28]([O:30][CH2:31][CH3:32])=[O:29])[CH:33]=1. The catalyst class is: 18. (3) Reactant: [Cl:1][C:2]1[CH:3]=[C:4]([NH2:17])[CH:5]=[CH:6][C:7]=1[O:8][CH2:9][C:10]1[CH:15]=[CH:14][CH:13]=[C:12](C)[N:11]=1.Cl[C:19]1[C:28]2[C:23](=[CH:24][CH:25]=[C:26]([I:29])[CH:27]=2)[N:22]=[CH:21][N:20]=1. Product: [ClH:1].[Cl:1][C:2]1[CH:3]=[C:4]([NH:17][C:19]2[C:28]3[C:23](=[CH:24][CH:25]=[C:26]([I:29])[CH:27]=3)[N:22]=[CH:21][N:20]=2)[CH:5]=[CH:6][C:7]=1[O:8][CH2:9][C:10]1[CH:15]=[CH:14][CH:13]=[CH:12][N:11]=1. The catalyst class is: 32. (4) Reactant: Br[C:2]1[CH:9]=[N:8][CH:7]=[C:6]([Br:10])[C:3]=1[CH:4]=[O:5].[CH3:11][C:12]1([CH3:25])[CH2:23][C:22]2[CH:21]=[C:20]3[N:15]([CH2:16][CH2:17][NH:18][C:19]3=[O:24])[C:14]=2[CH2:13]1.C(=O)([O-])[O-].[Cs+].[Cs+].CC1(C)C2C(=C(P(C3C=CC=CC=3)C3C=CC=CC=3)C=CC=2)OC2C(P(C3C=CC=CC=3)C3C=CC=CC=3)=CC=CC1=2. Product: [Br:10][C:6]1[CH:7]=[N:8][CH:9]=[C:2]([N:18]2[CH2:17][CH2:16][N:15]3[C:20](=[CH:21][C:22]4[CH2:23][C:12]([CH3:11])([CH3:25])[CH2:13][C:14]=43)[C:19]2=[O:24])[C:3]=1[CH:4]=[O:5]. The catalyst class is: 102.